Dataset: Full USPTO retrosynthesis dataset with 1.9M reactions from patents (1976-2016). Task: Predict the reactants needed to synthesize the given product. (1) Given the product [Cl:36][C:13]1[C:8]([NH:7][NH:6][C:4](=[O:5])[CH2:3][C:2]([F:27])([F:1])[F:28])=[N:9][CH:10]=[N:11][C:12]=1[N:14]1[CH2:19][CH2:18][CH:17]([C:20]2[CH:25]=[CH:24][CH:23]=[CH:22][C:21]=2[F:26])[CH2:16][CH2:15]1, predict the reactants needed to synthesize it. The reactants are: [F:1][C:2]([F:28])([F:27])[CH2:3][C:4]([NH:6][NH:7][C:8]1[CH:13]=[C:12]([N:14]2[CH2:19][CH2:18][CH:17]([C:20]3[CH:25]=[CH:24][CH:23]=[CH:22][C:21]=3[F:26])[CH2:16][CH2:15]2)[N:11]=[CH:10][N:9]=1)=[O:5].C1C(=O)N([Cl:36])C(=O)C1. (2) Given the product [Cl:18][C:6]1[C:5]2[C:10](=[CH:11][C:12]([O:13][CH3:14])=[C:3]([O:2][CH3:1])[CH:4]=2)[N:9]=[CH:8][N:7]=1, predict the reactants needed to synthesize it. The reactants are: [CH3:1][O:2][C:3]1[CH:4]=[C:5]2[C:10](=[CH:11][C:12]=1[O:13][CH3:14])[N:9]=[CH:8][N:7]=[C:6]2O.P(Cl)(Cl)([Cl:18])=O.C(N(CC)CC)C. (3) Given the product [CH2:20]([C:22]1[CH:27]=[CH:26][CH:25]=[CH:24][C:23]=1[C:2]1[CH:7]=[CH:6][CH:5]=[C:4]([NH:8][C:9](=[O:19])[O:10][CH:11]2[CH:16]3[CH2:17][CH2:18][N:13]([CH2:14][CH2:15]3)[CH2:12]2)[CH:3]=1)[CH3:21], predict the reactants needed to synthesize it. The reactants are: Br[C:2]1[CH:3]=[C:4]([NH:8][C:9](=[O:19])[O:10][CH:11]2[CH:16]3[CH2:17][CH2:18][N:13]([CH2:14][CH2:15]3)[CH2:12]2)[CH:5]=[CH:6][CH:7]=1.[CH2:20]([C:22]1[CH:27]=[CH:26][CH:25]=[CH:24][C:23]=1B(O)O)[CH3:21]. (4) Given the product [F:1][C:2]1[CH:7]=[CH:6][CH:5]=[C:4]2[C:3]=1[CH2:8][CH2:9][CH2:10][C:11]2=[O:13], predict the reactants needed to synthesize it. The reactants are: [F:1][C:2]1[CH:7]=[CH:6][CH:5]=[CH:4][C:3]=1[CH2:8][CH2:9][CH2:10][C:11]([OH:13])=O.S(Cl)(Cl)=O.[Cl-].[Al+3].[Cl-].[Cl-].